From a dataset of Reaction yield outcomes from USPTO patents with 853,638 reactions. Predict the reaction yield, written as a fraction of the theoretical maximum amount of product (1.0 means a 100% yield; for example, 0.34 means a 34% yield). (1) The reactants are CS[C:3]1[C:4]2[NH:11][N:10]=[CH:9][C:5]=2[N:6]=[CH:7][N:8]=1.[Cl:12][C:13]1[CH:14]=[C:15]([CH:17]=[CH:18][C:19]=1[O:20][CH2:21][C:22]1[CH:27]=[CH:26][CH:25]=[C:24]([F:28])[CH:23]=1)[NH2:16].Cl.N1C=CC=CC=1. The catalyst is CN1CCCC1=O.C(OCC)(=O)C. The product is [Cl:12][C:13]1[CH:14]=[C:15]([NH:16][C:3]2[C:4]3[NH:11][N:10]=[CH:9][C:5]=3[N:6]=[CH:7][N:8]=2)[CH:17]=[CH:18][C:19]=1[O:20][CH2:21][C:22]1[CH:27]=[CH:26][CH:25]=[C:24]([F:28])[CH:23]=1. The yield is 0.610. (2) The reactants are [NH2:1][C:2](=[N:8][C:9]1[CH:14]=[CH:13][C:12]([N:15]2[CH2:20][CH2:19][N:18]([C:21]([NH:23][CH2:24][CH2:25][CH2:26][CH2:27][CH:28]3[CH2:32][CH2:31][S:30][S:29]3)=[O:22])[CH2:17][CH2:16]2)=[C:11](C)[CH:10]=1)[C:3]1[S:4][CH:5]=[CH:6][CH:7]=1.ClC1C=CC([N+]([O-])=O)=[C:39]([O:41]C)C=1. No catalyst specified. The product is [NH2:1][C:2](=[N:8][C:9]1[CH:10]=[CH:11][C:12]([N:15]2[CH2:16][CH2:17][N:18]([C:21]([NH:23][CH2:24][CH2:25][CH2:26][CH2:27][CH:28]3[CH2:32][CH2:31][S:30][S:29]3)=[O:22])[CH2:19][CH2:20]2)=[CH:13][C:14]=1[O:41][CH3:39])[C:3]1[S:4][CH:5]=[CH:6][CH:7]=1. The yield is 0.0400. (3) The reactants are [O:1]([C:8]1[CH:9]=[C:10]([NH:14][CH2:15][C:16]2[CH:21]=[CH:20][CH:19]=[C:18]([O:22][C:23]([F:28])([F:27])[CH:24]([F:26])[F:25])[CH:17]=2)[CH:11]=[CH:12][CH:13]=1)[C:2]1[CH:7]=[CH:6][CH:5]=[CH:4][CH:3]=1.[F:29][C:30]([F:35])([F:34])[CH:31]1[O:33][CH2:32]1.FC(F)(F)S([O-])(=O)=O.[Yb+3].FC(F)(F)S([O-])(=O)=O.FC(F)(F)S([O-])(=O)=O. The catalyst is C(#N)C.O.C(OCC)(=O)C. The product is [O:1]([C:8]1[CH:9]=[C:10]([N:14]([CH2:15][C:16]2[CH:21]=[CH:20][CH:19]=[C:18]([O:22][C:23]([F:27])([F:28])[CH:24]([F:25])[F:26])[CH:17]=2)[CH2:32][CH:31]([OH:33])[C:30]([F:35])([F:34])[F:29])[CH:11]=[CH:12][CH:13]=1)[C:2]1[CH:7]=[CH:6][CH:5]=[CH:4][CH:3]=1. The yield is 0.620. (4) The reactants are [CH2:1]([N:8]1[CH:12]=[C:11]([CH2:13][OH:14])[C:10]([O:15][CH2:16][C:17]2[CH:22]=[CH:21][C:20]([O:23][CH2:24][C:25]3[N:26]=[C:27]([C:31]4[O:32][CH:33]=[CH:34][CH:35]=4)[O:28][C:29]=3[CH3:30])=[CH:19][CH:18]=2)=[N:9]1)[C:2]1[CH:7]=[CH:6][CH:5]=[CH:4][CH:3]=1. The catalyst is [O-2].[O-2].[Mn+4].O1CCCC1. The product is [CH2:1]([N:8]1[CH:12]=[C:11]([CH:13]=[O:14])[C:10]([O:15][CH2:16][C:17]2[CH:18]=[CH:19][C:20]([O:23][CH2:24][C:25]3[N:26]=[C:27]([C:31]4[O:32][CH:33]=[CH:34][CH:35]=4)[O:28][C:29]=3[CH3:30])=[CH:21][CH:22]=2)=[N:9]1)[C:2]1[CH:3]=[CH:4][CH:5]=[CH:6][CH:7]=1. The yield is 0.920. (5) The reactants are [CH3:1][C@H:2]1[NH:7][C@@H:6]([CH3:8])[CH2:5][N:4]([C:9]([O:11][CH2:12][C:13]2[CH:18]=[CH:17][CH:16]=[CH:15][CH:14]=2)=[O:10])[CH2:3]1.C(=O)([O-])[O-].[K+].[K+].Br[CH2:26][CH2:27][O:28][Si:29]([C:32]([CH3:35])([CH3:34])[CH3:33])([CH3:31])[CH3:30]. The catalyst is CC(N(C)C)=O.[I-].C([N+](CCCC)(CCCC)CCCC)CCC. The product is [Si:29]([O:28][CH2:27][CH2:26][N:7]1[C@@H:2]([CH3:1])[CH2:3][N:4]([C:9]([O:11][CH2:12][C:13]2[CH:18]=[CH:17][CH:16]=[CH:15][CH:14]=2)=[O:10])[CH2:5][C@H:6]1[CH3:8])([C:32]([CH3:35])([CH3:34])[CH3:33])([CH3:31])[CH3:30]. The yield is 0.880. (6) The reactants are [Cl-].[Al+3].[Cl-].[Cl-].[F:5][C:6]1[CH:7]=[C:8]([OH:12])[CH:9]=[CH:10][CH:11]=1.[C:13](Cl)(=[O:15])[CH3:14]. The catalyst is ClCCCl. The product is [F:5][C:6]1[CH:7]=[C:8]([OH:12])[CH:9]=[CH:10][C:11]=1[C:13](=[O:15])[CH3:14]. The yield is 0.0800. (7) The reactants are C([Si]([O:18][C@@H:19]([CH2:22][CH2:23]Br)[CH2:20]Br)(C1C=CC=CC=1)C1C=CC=CC=1)(C)(C)C.[F:25][C:26]1[C:27]([CH3:38])=[C:28]([CH2:33][C:34]([O:36][CH3:37])=[O:35])[CH:29]=[CH:30][C:31]=1[F:32].[H-].[Na+].CCCC[N+](CCCC)(CCCC)CCCC.[F-]. The catalyst is CN(C=O)C.C1COCC1.C1OCCOCCOCCOCCOCCOC1. The product is [F:25][C:26]1[C:27]([CH3:38])=[C:28]([C@:33]2([C:34]([O:36][CH3:37])=[O:35])[CH2:23][CH2:22][C@H:19]([OH:18])[CH2:20]2)[CH:29]=[CH:30][C:31]=1[F:32]. The yield is 0.830.